Dataset: Reaction yield outcomes from USPTO patents with 853,638 reactions. Task: Predict the reaction yield, written as a fraction of the theoretical maximum amount of product (1.0 means a 100% yield; for example, 0.34 means a 34% yield). (1) The reactants are [F:1][C:2]1[CH:7]=[CH:6][CH:5]=[CH:4][C:3]=1[NH:8][C:9]1[N:10]([C@H:27]2[CH2:32][CH2:31][C@H:30]([C:33](OCC)=[O:34])[CH2:29][CH2:28]2)[C:11]2[C:16]([N:17]=1)=[CH:15][N:14]=[C:13]([NH:18][C:19]1[CH:24]=[CH:23][C:22]([O:25][CH3:26])=[CH:21][CH:20]=1)[N:12]=2.[H-].[H-].[H-].[H-].[Li+].[Al+3].C(O)(C(F)(F)F)=O. The catalyst is C1COCC1. The product is [F:1][C:2]1[CH:7]=[CH:6][CH:5]=[CH:4][C:3]=1[NH:8][C:9]1[N:10]([C@H:27]2[CH2:32][CH2:31][C@H:30]([CH2:33][OH:34])[CH2:29][CH2:28]2)[C:11]2[C:16]([N:17]=1)=[CH:15][N:14]=[C:13]([NH:18][C:19]1[CH:24]=[CH:23][C:22]([O:25][CH3:26])=[CH:21][CH:20]=1)[N:12]=2. The yield is 0.500. (2) The reactants are [H-].[Na+].[NH2:3][C@@H:4]1[C:13]2[C:8](=[CH:9][CH:10]=[CH:11][CH:12]=2)[C@H:7]([OH:14])[CH2:6][CH2:5]1.F[C:16]1[CH:17]=[CH:18][C:19]2[N:20]([C:22]([C:25]3([N:30]([CH3:32])[CH3:31])[CH2:29][CH2:28][CH2:27][CH2:26]3)=[N:23][N:24]=2)[CH:21]=1. The catalyst is CN(C=O)C. The product is [CH3:31][N:30]([CH3:32])[C:25]1([C:22]2[N:20]3[CH:21]=[C:16]([O:14][C@H:7]4[C:8]5[C:13](=[CH:12][CH:11]=[CH:10][CH:9]=5)[C@@H:4]([NH2:3])[CH2:5][CH2:6]4)[CH:17]=[CH:18][C:19]3=[N:24][N:23]=2)[CH2:29][CH2:28][CH2:27][CH2:26]1. The yield is 0.650. (3) The reactants are Br[C:2]1[CH:7]=[CH:6][N:5]=[C:4]2[N:8]([S:11]([C:14]3[CH:20]=[CH:19][C:17]([CH3:18])=[CH:16][CH:15]=3)(=[O:13])=[O:12])[CH:9]=[CH:10][C:3]=12.[B:21]1([B:21]2[O:25][C:24]([CH3:27])([CH3:26])[C:23]([CH3:29])([CH3:28])[O:22]2)[O:25][C:24]([CH3:27])([CH3:26])[C:23]([CH3:29])([CH3:28])[O:22]1.C([O-])(=O)C.[K+].[OH-].[Na+]. The catalyst is CN(C=O)C.C1C=CC(P(C2C=CC=CC=2)[C-]2C=CC=C2)=CC=1.C1C=CC(P(C2C=CC=CC=2)[C-]2C=CC=C2)=CC=1.Cl[Pd]Cl.[Fe+2]. The product is [CH3:28][C:23]1([CH3:29])[C:24]([CH3:27])([CH3:26])[O:25][B:21]([C:2]2[CH:7]=[CH:6][N:5]=[C:4]3[N:8]([S:11]([C:14]4[CH:20]=[CH:19][C:17]([CH3:18])=[CH:16][CH:15]=4)(=[O:13])=[O:12])[CH:9]=[CH:10][C:3]=23)[O:22]1. The yield is 0.430. (4) The reactants are C(O[C:6](=[O:14])[NH:7][CH:8]1[CH2:13][CH2:12][CH2:11][NH:10][CH2:9]1)(C)(C)C.Cl[C:16]1[C:25]2[C:20](=[CH:21][C:22]([O:28][CH3:29])=[C:23]([O:26][CH3:27])[CH:24]=2)[N:19]=[CH:18][N:17]=1.C(OC(=O)NC1CCNC1)(C)(C)C.ClC1C2C(=CC=CC=2)N=CC=1.[CH:54]([C:57]1[CH:62]=[CH:61][C:60]([N:63]=C=O)=[CH:59][CH:58]=1)([CH3:56])[CH3:55]. The catalyst is O1CCOCC1. The product is [CH3:27][O:26][C:23]1[CH:24]=[C:25]2[C:20](=[CH:21][C:22]=1[O:28][CH3:29])[N:19]=[CH:18][N:17]=[C:16]2[N:10]1[CH2:11][CH2:12][CH2:13][CH:8]([NH:7][C:6]([NH:63][C:60]2[CH:61]=[CH:62][C:57]([CH:54]([CH3:56])[CH3:55])=[CH:58][CH:59]=2)=[O:14])[CH2:9]1. The yield is 0.670. (5) The reactants are [Br:1][C:2]1[C:15]([I:16])=[CH:14][C:13]2[C:12](=O)[C:11]3[C:6](=[CH:7][C:8]([CH2:30][CH2:31][CH2:32][CH2:33][CH2:34][CH2:35][CH2:36][CH2:37][CH2:38][CH2:39][CH2:40][CH3:41])=[C:9]([CH2:18][CH2:19][CH2:20][CH2:21][CH2:22][CH2:23][CH2:24][CH2:25][CH2:26][CH2:27][CH2:28][CH3:29])[CH:10]=3)[C:5](=O)[C:4]=2[CH:3]=1.[H-].C([Al+]C(C)C)(C)C.Cl.[Cl-].[Na+]. The catalyst is C1(C)C=CC=CC=1.C1COCC1. The product is [Br:1][C:2]1[C:15]([I:16])=[CH:14][C:13]2[C:4](=[CH:5][C:6]3[C:11]([CH:12]=2)=[CH:10][C:9]([CH2:18][CH2:19][CH2:20][CH2:21][CH2:22][CH2:23][CH2:24][CH2:25][CH2:26][CH2:27][CH2:28][CH3:29])=[C:8]([CH2:30][CH2:31][CH2:32][CH2:33][CH2:34][CH2:35][CH2:36][CH2:37][CH2:38][CH2:39][CH2:40][CH3:41])[CH:7]=3)[CH:3]=1. The yield is 0.720. (6) The reactants are [NH2:1][C:2]1[C:10]([Br:11])=[C:9]([F:12])[CH:8]=[CH:7][C:3]=1[C:4](O)=[O:5].[CH3:13][NH2:14].CCCP1(OP(CCC)(=O)OP(CCC)(=O)O1)=O.C1COCC1. The catalyst is CCOC(C)=O. The product is [NH2:1][C:2]1[C:10]([Br:11])=[C:9]([F:12])[CH:8]=[CH:7][C:3]=1[C:4]([NH:14][CH3:13])=[O:5]. The yield is 0.780. (7) The reactants are C(OC([N:8]1[CH2:28][CH2:27][N:11]2[C:12](=[O:26])[C:13]3[C:18]([C@@H:10]2[CH2:9]1)=[CH:17][C:16]([CH2:19][CH2:20][CH3:21])=[CH:15][C:14]=3[C:22]([F:25])([F:24])[F:23])=O)(C)(C)C.[ClH:29]. No catalyst specified. The product is [ClH:29].[CH2:19]([C:16]1[CH:17]=[C:18]2[C:13]([C:12](=[O:26])[N:11]3[CH2:27][CH2:28][NH:8][CH2:9][C@H:10]32)=[C:14]([C:22]([F:24])([F:25])[F:23])[CH:15]=1)[CH2:20][CH3:21]. The yield is 0.890.